Task: Predict the product of the given reaction.. Dataset: Forward reaction prediction with 1.9M reactions from USPTO patents (1976-2016) Given the reactants C([O:8][C:9]1[CH:18]=[C:17]2[C:12]([C:13]([O:19][C:20]3[C:21]([F:30])=[C:22]4[C:26](=[CH:27][CH:28]=3)[NH:25][C:24]([CH3:29])=[CH:23]4)=[N:14][CH:15]=[N:16]2)=[CH:11][C:10]=1[O:31][CH3:32])C1C=CC=CC=1, predict the reaction product. The product is: [F:30][C:21]1[C:20]([O:19][C:13]2[C:12]3[C:17](=[CH:18][C:9]([OH:8])=[C:10]([O:31][CH3:32])[CH:11]=3)[N:16]=[CH:15][N:14]=2)=[CH:28][CH:27]=[C:26]2[C:22]=1[CH:23]=[C:24]([CH3:29])[NH:25]2.